From a dataset of Reaction yield outcomes from USPTO patents with 853,638 reactions. Predict the reaction yield, written as a fraction of the theoretical maximum amount of product (1.0 means a 100% yield; for example, 0.34 means a 34% yield). (1) The reactants are [NH:1]1[CH:5]=[C:4]([C:6]2[CH:11]=[CH:10][N:9]=[C:8]3[N:12]([CH2:15][O:16][CH2:17][CH2:18][Si:19]([CH3:22])([CH3:21])[CH3:20])[CH:13]=[CH:14][C:7]=23)[CH:3]=[N:2]1.[C:23]([C:25]1[CH:26]=[C:27](B(O)O)[CH:28]=[CH:29][CH:30]=1)#[N:24].CN(C=O)C.N1C=CC=CC=1. The catalyst is C(OCC)(=O)C.C([O-])(=O)C.C([O-])(=O)C.[Cu+2]. The product is [CH3:20][Si:19]([CH3:22])([CH3:21])[CH2:18][CH2:17][O:16][CH2:15][N:12]1[C:8]2=[N:9][CH:10]=[CH:11][C:6]([C:4]3[CH:5]=[N:1][N:2]([C:29]4[CH:30]=[C:25]([CH:26]=[CH:27][CH:28]=4)[C:23]#[N:24])[CH:3]=3)=[C:7]2[CH:14]=[CH:13]1. The yield is 0.920. (2) The reactants are CO[C:3](=[O:24])[C:4]1[CH:9]=[CH:8][C:7]([O:10][CH2:11][C:12]2[C:13]([C:18]3[CH:23]=[CH:22][CH:21]=[CH:20][N:19]=3)=[N:14][O:15][C:16]=2[CH3:17])=[N:6][CH:5]=1.[CH:25]1([NH2:28])[CH2:27][CH2:26]1. No catalyst specified. The product is [CH:25]1([NH:28][C:3](=[O:24])[C:4]2[CH:9]=[CH:8][C:7]([O:10][CH2:11][C:12]3[C:13]([C:18]4[CH:23]=[CH:22][CH:21]=[CH:20][N:19]=4)=[N:14][O:15][C:16]=3[CH3:17])=[N:6][CH:5]=2)[CH2:27][CH2:26]1. The yield is 0.820.